From a dataset of Reaction yield outcomes from USPTO patents with 853,638 reactions. Predict the reaction yield, written as a fraction of the theoretical maximum amount of product (1.0 means a 100% yield; for example, 0.34 means a 34% yield). (1) The reactants are [F:1][CH:2]([F:37])[C:3]1[N:7]([C:8]2[N:13]=[C:12]([N:14]3[CH2:19][CH2:18][O:17][CH2:16][CH2:15]3)[N:11]=[C:10]([N:20]3[CH2:25][CH2:24][N:23]([S:26]([CH:29]=[CH2:30])(=[O:28])=[O:27])[CH2:22][CH2:21]3)[N:9]=2)[C:6]2[CH:31]=[CH:32][CH:33]=[C:34]([O:35][CH3:36])[C:5]=2[N:4]=1.[NH:38]1[CH2:43][CH2:42][CH2:41][CH2:40][CH2:39]1.O1CCOCC1. The catalyst is C1COCC1. The product is [F:37][CH:2]([F:1])[C:3]1[N:7]([C:8]2[N:13]=[C:12]([N:14]3[CH2:15][CH2:16][O:17][CH2:18][CH2:19]3)[N:11]=[C:10]([N:20]3[CH2:21][CH2:22][N:23]([S:26]([CH2:29][CH2:30][N:38]4[CH2:43][CH2:42][CH2:41][CH2:40][CH2:39]4)(=[O:28])=[O:27])[CH2:24][CH2:25]3)[N:9]=2)[C:6]2[CH:31]=[CH:32][CH:33]=[C:34]([O:35][CH3:36])[C:5]=2[N:4]=1. The yield is 0.840. (2) The reactants are [Br:1][C:2]1[C:7](F)=[CH:6][CH:5]=[C:4]([N+:9]([O-:11])=[O:10])[C:3]=1[NH:12][C:13]1[CH:18]=[CH:17][CH:16]=[CH:15][CH:14]=1.C(P(C(C)(C)C)C1C=CC=CC=1C1C(C(C)C)=CC(C(C)C)=CC=1C(C)C)(C)(C)C.[OH-:49].[K+]. The catalyst is O1CCOCC1.O.C1C=CC(/C=C/C(/C=C/C2C=CC=CC=2)=O)=CC=1.C1C=CC(/C=C/C(/C=C/C2C=CC=CC=2)=O)=CC=1.C1C=CC(/C=C/C(/C=C/C2C=CC=CC=2)=O)=CC=1.[Pd].[Pd]. The product is [Br:1][C:2]1[C:3]([NH:12][C:13]2[CH:18]=[CH:17][CH:16]=[CH:15][CH:14]=2)=[C:4]([N+:9]([O-:11])=[O:10])[CH:5]=[CH:6][C:7]=1[OH:49]. The yield is 0.590. (3) The reactants are CON(C)[C:4]([C:6]1[N:7]=[CH:8][C:9]([N:12]2[CH2:17][CH2:16][N:15]([C:18]3[N:19]=[N:20][C:21]([CH2:26][C:27]4[CH:32]=[CH:31][CH:30]=[CH:29][CH:28]=4)=[C:22]([CH3:25])[C:23]=3[CH3:24])[CH2:14][C@H:13]2[CH3:33])=[N:10][CH:11]=1)=[O:5].[CH3:35][Mg]I. The catalyst is C1COCC1. The product is [CH2:26]([C:21]1[N:20]=[N:19][C:18]([N:15]2[CH2:16][CH2:17][N:12]([C:9]3[CH:8]=[N:7][C:6]([C:4](=[O:5])[CH3:35])=[CH:11][N:10]=3)[C@H:13]([CH3:33])[CH2:14]2)=[C:23]([CH3:24])[C:22]=1[CH3:25])[C:27]1[CH:28]=[CH:29][CH:30]=[CH:31][CH:32]=1. The yield is 0.860.